From a dataset of Peptide-MHC class II binding affinity with 134,281 pairs from IEDB. Regression. Given a peptide amino acid sequence and an MHC pseudo amino acid sequence, predict their binding affinity value. This is MHC class II binding data. The peptide sequence is CKDIKLSDISLKLTS. The MHC is DRB1_0301 with pseudo-sequence DRB1_0301. The binding affinity (normalized) is 0.574.